Task: Predict the reaction yield, written as a fraction of the theoretical maximum amount of product (1.0 means a 100% yield; for example, 0.34 means a 34% yield).. Dataset: Reaction yield outcomes from USPTO patents with 853,638 reactions (1) The reactants are [CH3:1][N:2]([CH3:32])[C:3]1[CH:8]=[CH:7][CH:6]=[C:5]([S:9][C:10]2[CH:11]=[C:12]3[C:18]([C:19]4[CH:20]=[N:21][N:22]([CH3:24])[CH:23]=4)=[CH:17][N:16](OCC[Si](C)(C)C)[C:13]3=[N:14][CH:15]=2)[CH:4]=1.Cl. The catalyst is CCO. The product is [CH3:1][N:2]([CH3:32])[C:3]1[CH:8]=[CH:7][CH:6]=[C:5]([S:9][C:10]2[CH:11]=[C:12]3[C:18]([C:19]4[CH:20]=[N:21][N:22]([CH3:24])[CH:23]=4)=[CH:17][NH:16][C:13]3=[N:14][CH:15]=2)[CH:4]=1. The yield is 0.400. (2) The reactants are [Cl:1][C:2]1[CH:27]=[CH:26][C:5]2[N:6]3[C:10]([CH2:11][N:12]([CH3:14])[CH2:13][C:4]=2[CH:3]=1)=[N:9][N:8]=[C:7]3[C@H:15]1[CH2:20][CH2:19][C@H:18]([O:21][CH:22]([CH3:25])[CH2:23]O)[CH2:17][CH2:16]1.COCCN(S(F)(F)[F:38])CCOC. The catalyst is ClCCl. The product is [Cl:1][C:2]1[CH:27]=[CH:26][C:5]2[N:6]3[C:10]([CH2:11][N:12]([CH3:14])[CH2:13][C:4]=2[CH:3]=1)=[N:9][N:8]=[C:7]3[C@H:15]1[CH2:20][CH2:19][C@H:18]([O:21][CH:22]([CH3:25])[CH2:23][F:38])[CH2:17][CH2:16]1. The yield is 0.360. (3) The reactants are [CH2:1]([O:3][C:4]([C:6]1[C:7]([O:12][CH:13]([CH3:24])[C:14]([C:16]2[CH:21]=[CH:20][C:19]([CH3:22])=[CH:18][C:17]=2[CH3:23])=O)=[N:8][NH:9][C:10]=1[CH3:11])=[O:5])[CH3:2].O.C1(C)C=CC(S(O)(=O)=O)=CC=1. The catalyst is C1(C)C=CC=CC=1.CC(O)=O. The product is [CH2:1]([O:3][C:4]([C:6]1[C:10]([CH3:11])=[N:9][N:8]2[C:14]([C:16]3[CH:21]=[CH:20][C:19]([CH3:22])=[CH:18][C:17]=3[CH3:23])=[C:13]([CH3:24])[O:12][C:7]=12)=[O:5])[CH3:2]. The yield is 0.880. (4) The reactants are CO[C:3](=[O:44])[CH2:4][O:5][C:6]1[CH:11]=[CH:10][C:9]([N:12]([CH2:34][C:35]2[CH:40]=[C:39]([C:41]#[N:42])[CH:38]=[CH:37][C:36]=2[F:43])[CH:13]2[CH2:18][CH2:17][N:16]([C@H:19]([CH3:33])[CH2:20][CH2:21][NH:22][C:23]([C:25]3[C:26]([CH3:32])=[N:27][CH:28]=[N:29][C:30]=3[CH3:31])=[O:24])[CH2:15][CH2:14]2)=[CH:8][CH:7]=1.[NH3:45]. The catalyst is CO. The product is [C:3]([CH2:4][O:5][C:6]1[CH:7]=[CH:8][C:9]([N:12]([CH2:34][C:35]2[CH:40]=[C:39]([C:41]#[N:42])[CH:38]=[CH:37][C:36]=2[F:43])[CH:13]2[CH2:18][CH2:17][N:16]([C@H:19]([CH3:33])[CH2:20][CH2:21][NH:22][C:23]([C:25]3[C:30]([CH3:31])=[N:29][CH:28]=[N:27][C:26]=3[CH3:32])=[O:24])[CH2:15][CH2:14]2)=[CH:10][CH:11]=1)(=[O:44])[NH2:45]. The yield is 1.00. (5) The reactants are C(OC([Cl:6])=O)C.[CH2:7]([NH:9][C:10]([CH:12]1[CH2:15][C:14]([F:29])([C:16]2[CH:21]=[CH:20][C:19]([CH2:22]N3CCCC3)=[C:18]([F:28])[CH:17]=2)[CH2:13]1)=[O:11])[CH3:8]. The catalyst is ClCCCl. The product is [CH2:7]([NH:9][C:10]([CH:12]1[CH2:15][C:14]([C:16]2[CH:21]=[CH:20][C:19]([CH2:22][Cl:6])=[C:18]([F:28])[CH:17]=2)([F:29])[CH2:13]1)=[O:11])[CH3:8]. The yield is 0.750. (6) The reactants are [Br:1][C:2]1[CH:7]=[CH:6][C:5]([CH:8]([CH3:10])C)=[CH:4][N:3]=1.[CH3:11][C:12]([S@@:15]([NH2:17])=[O:16])([CH3:14])[CH3:13]. The catalyst is ClC(Cl)C.CCOCC.O.[O-]CC.[Ti+4].[O-]CC.[O-]CC.[O-]CC. The product is [Br:1][C:2]1[N:3]=[CH:4][C:5](/[C:8](=[N:17]/[S:15]([C:12]([CH3:14])([CH3:13])[CH3:11])=[O:16])/[CH3:10])=[CH:6][CH:7]=1. The yield is 0.660. (7) The reactants are N[C:2]1[C:10]([O:11][C:12]([F:15])([F:14])[F:13])=[CH:9][C:5]([C:6]([OH:8])=[O:7])=[CH:4][C:3]=1[Br:16].C(O)C.S(=O)(=O)(O)O.N([O-])=O.[Na+]. The catalyst is O. The product is [Br:16][C:3]1[CH:4]=[C:5]([CH:9]=[C:10]([O:11][C:12]([F:13])([F:14])[F:15])[CH:2]=1)[C:6]([OH:8])=[O:7]. The yield is 0.755. (8) The reactants are C([O:3][C:4](=[O:48])[CH2:5][CH2:6][CH2:7][O:8][C:9]1[CH:14]=[CH:13][CH:12]=[C:11]([CH2:15][CH2:16][CH2:17][CH2:18][CH2:19][CH2:20][O:21][C:22]2[CH:23]=[C:24]([C:33]3[CH:38]=[CH:37][C:36]([F:39])=[C:35]([OH:40])[CH:34]=3)[CH:25]=[C:26]([S:28]([CH2:31][CH3:32])(=[O:30])=[O:29])[CH:27]=2)[C:10]=1[CH2:41][CH2:42][C:43]([O:45]CC)=[O:44])C.[OH-].[Na+]. No catalyst specified. The product is [C:43]([CH2:42][CH2:41][C:10]1[C:11]([CH2:15][CH2:16][CH2:17][CH2:18][CH2:19][CH2:20][O:21][C:22]2[CH:23]=[C:24]([C:33]3[CH:38]=[CH:37][C:36]([F:39])=[C:35]([OH:40])[CH:34]=3)[CH:25]=[C:26]([S:28]([CH2:31][CH3:32])(=[O:30])=[O:29])[CH:27]=2)=[CH:12][CH:13]=[CH:14][C:9]=1[O:8][CH2:7][CH2:6][CH2:5][C:4]([OH:48])=[O:3])([OH:45])=[O:44]. The yield is 0.870.